Dataset: Catalyst prediction with 721,799 reactions and 888 catalyst types from USPTO. Task: Predict which catalyst facilitates the given reaction. (1) Reactant: [C:1]1([C@@H:7]([NH:9][C:10]2[O:11][CH2:12][CH2:13][N:14]=2)[CH3:8])[CH:6]=[CH:5][CH:4]=[CH:3][CH:2]=1.[C:15](N1C=CN=C1)([N:17]1[CH:21]=[CH:20][N:19]=C1)=[S:16].NCC#N.O. Product: [C:20]([CH2:21][NH:17][C:15]([N:14]1[CH2:13][CH2:12][O:11]/[C:10]/1=[N:9]\[CH:7]([C:1]1[CH:6]=[CH:5][CH:4]=[CH:3][CH:2]=1)[CH3:8])=[S:16])#[N:19]. The catalyst class is: 4. (2) Reactant: [CH3:1][O:2][C:3]([C:5]1[C:10](N)=[N:9][CH:8]=[CH:7][N:6]=1)=[O:4].N([O-])=O.[Na+].[Cl-:16].[Na+].C(=O)([O-])O.[Na+]. Product: [CH3:1][O:2][C:3]([C:5]1[C:10]([Cl:16])=[N:9][CH:8]=[CH:7][N:6]=1)=[O:4]. The catalyst class is: 126. (3) The catalyst class is: 60. Reactant: Cl[C:2]1[C:7]([N+:8]([O-:10])=[O:9])=[CH:6][CH:5]=[C:4]([Cl:11])[N:3]=1.[Cu][C:13]#[N:14]. Product: [Cl:11][C:4]1[N:3]=[C:2]([C:13]#[N:14])[C:7]([N+:8]([O-:10])=[O:9])=[CH:6][CH:5]=1.